Task: Predict the reactants needed to synthesize the given product.. Dataset: Full USPTO retrosynthesis dataset with 1.9M reactions from patents (1976-2016) (1) Given the product [OH:2][C:3]1[CH:4]=[CH:5][C:6]([O:7][C:8]2[CH:9]=[CH:10][C:11]([C:14](=[O:27])[CH2:15][CH2:16][C:17]([NH:19][CH2:20][C:21]3[CH:22]=[N:23][CH:24]=[CH:25][CH:26]=3)=[O:18])=[CH:12][CH:13]=2)=[CH:28][CH:29]=1, predict the reactants needed to synthesize it. The reactants are: C[O:2][C:3]1[CH:29]=[CH:28][C:6]([O:7][C:8]2[CH:13]=[CH:12][C:11]([C:14](=[O:27])[CH2:15][CH2:16][C:17]([NH:19][CH2:20][C:21]3[CH:22]=[N:23][CH:24]=[CH:25][CH:26]=3)=[O:18])=[CH:10][CH:9]=2)=[CH:5][CH:4]=1.C(=O)=O.CC(C)=O.B(Br)(Br)Br. (2) The reactants are: C[O:2][C:3]1[CH:4]=[C:5]2[C:10](=[CH:11][C:12]=1[O:13][CH3:14])[N:9]=[CH:8][NH:7][C:6]2=[O:15].N[C@H](C(O)=O)CCSC.[OH-].[Na+]. Given the product [OH:2][C:3]1[CH:4]=[C:5]2[C:10](=[CH:11][C:12]=1[O:13][CH3:14])[N:9]=[CH:8][NH:7][C:6]2=[O:15], predict the reactants needed to synthesize it. (3) The reactants are: [H-].[Na+].[CH3:3][C:4]1[NH:8][N:7]=[CH:6][C:5]=1[B:9]1[O:13][C:12]([CH3:15])([CH3:14])[C:11]([CH3:17])([CH3:16])[O:10]1.FC(F)(F)S(O[CH2:24][C:25]([CH3:30])([N+:27]([O-:29])=[O:28])[CH3:26])(=O)=O.[Cl-].[NH4+]. Given the product [CH3:3][C:4]1[N:8]([CH2:24][C:25]([CH3:30])([N+:27]([O-:29])=[O:28])[CH3:26])[N:7]=[CH:6][C:5]=1[B:9]1[O:13][C:12]([CH3:15])([CH3:14])[C:11]([CH3:17])([CH3:16])[O:10]1, predict the reactants needed to synthesize it.